Dataset: Experimentally validated miRNA-target interactions with 360,000+ pairs, plus equal number of negative samples. Task: Binary Classification. Given a miRNA mature sequence and a target amino acid sequence, predict their likelihood of interaction. (1) The miRNA is hsa-miR-5010-3p with sequence UUUUGUGUCUCCCAUUCCCCAG. The protein sequence of the target gene is MADGPRCKRRKQANPRRNNVTNYNTVVETNSDSDDEDKLHIVEEESVTDAADCEGVPEDDLPTDQTVLPGRSSEREGNAKNCWEDDRKEGQEILGPEAQADEAGCTVKDDECESDAENEQNHDPNVEEFLQQQDTAVIFPEAPEEDQRQGTPEASGHDENGTPDAFSQLLTCPYCDRGYKRFTSLKEHIKYRHEKNEDNFSCSLCSYTFAYRTQLERHMTSHKSGRDQRHVTQSGCNRKFKCTECGKAFKYKHHLKEHLRIHSGEKPYECPNCKKRFSHSGSYSSHISSKKCISLIPVNG.... Result: 1 (interaction). (2) The miRNA is hsa-miR-150-3p with sequence CUGGUACAGGCCUGGGGGACAG. The protein sequence of the target gene is MSMRRSKAEGKRSLRELSEEEEEEEETEDEDTFEEEEALEKKQKGKATSSSGVCQVESCTADMSKAKQYHKRHKVCQFHAKAPHVRISGLHQRFCQQCSRFHALSEFDEAKRSCRRRLAGHNERRRKSTTD. Result: 0 (no interaction). (3) The miRNA is mmu-miR-742-3p with sequence GAAAGCCACCAUGCUGGGUAAA. The protein sequence of the target gene is MATLRRLREAPRHLLVCEKSNFGNHKSRHRHLVQTHYYNYRVSFLIPECGILSEELKNLVMNTGPYYFVKNLPLHELITPEFISTFIKKGSCYALTYNTHIDEDNTVALLPNGKLILSLDKDTYEETGLQGHPSQFSGRKIMKFIVSIDLMELSLNLDSKKYERISWSFKEKKPLKFDFLLAWHKTGSEESTMMSYFSKYQIQEHQPKVALSTLRDLQCPVLQSSELEGTPEVSCRALELFDWLGAVFSNVDLNNEPNNFISTYCCPEPSTVVAKAYLCTITGFILPEKICLLLEHLCHY.... Result: 0 (no interaction). (4) The miRNA is hsa-miR-215-5p with sequence AUGACCUAUGAAUUGACAGAC. The protein sequence of the target gene is MAELDQLPDESSSAKALVSLKEGSLSNTWNEKYSSLQKTPVWKGRNTSSAVEMPFRNSKRSRLFSDEDDRQINTRSPKRNQRVAMVPQKFTATMSTPDKKASQKIGFRLRNLLKLPKAHKWCIYEWFYSNIDKPLFEGDNDFCVCLKESFPNLKTRKLTRVEWGKIRRLMGKPRRCSSAFFEEERSALKQKRQKIRLLQQRKVADVSQFKDLPDEIPLPLVIGTKVTARLRGVHDGLFTGQIDAVDTLNATYRVTFDRTGLGTHTIPDYEVLSNEPHETMPIAAFGQKQRPSRFFMTPPR.... Result: 1 (interaction). (5) The protein sequence of the target gene is MAPTKPSFQQDPSRRERITAQHPLPNQSECRKIYRYDGIYCESTYQNLQALRKEKSRDAARSRRGKENFEFYELAKLLPLPAAITSQLDKASIIRLTISYLKMRDFANQGDPPWNLRMEGPPPNTSVKVIGAQRRRSPSALAIEVFEAHLGSHILQSLDGFVFALNQEGKFLYISETVSIYLGLSQVELTGSSVFDYVHPGDHVEMAEQLGMKLPPGRGLLSQGTAEDGASSASSSSQSETPEPVESTSPSLLTTDNTLERSFFIRMKSTLTKRGVHIKSSGYKVIHITGRLRLRVSLSH.... Result: 0 (no interaction). The miRNA is mmu-miR-325-3p with sequence UUUAUUGAGCACCUCCUAUCAA.